Task: Predict the reaction yield, written as a fraction of the theoretical maximum amount of product (1.0 means a 100% yield; for example, 0.34 means a 34% yield).. Dataset: Reaction yield outcomes from USPTO patents with 853,638 reactions The reactants are [CH:1](=O)[CH3:2].[Br:4][C:5]1[C:14]([NH:15][CH:16]2[CH2:21][CH2:20][O:19][CH2:18][CH2:17]2)=[CH:13][C:12]([Cl:22])=[CH:11][C:6]=1[C:7]([O:9][CH3:10])=[O:8].[Na].CC(O)=O.C([O-])(O)=O.[Na+]. The catalyst is O.ClCCCl. The product is [Br:4][C:5]1[C:14]([N:15]([CH2:1][CH3:2])[CH:16]2[CH2:17][CH2:18][O:19][CH2:20][CH2:21]2)=[CH:13][C:12]([Cl:22])=[CH:11][C:6]=1[C:7]([O:9][CH3:10])=[O:8]. The yield is 0.500.